Dataset: Full USPTO retrosynthesis dataset with 1.9M reactions from patents (1976-2016). Task: Predict the reactants needed to synthesize the given product. (1) Given the product [NH2:38][C:39]1[N:43]([C:44]2[CH:45]=[CH:46][C:47]([F:50])=[CH:48][CH:49]=2)[N:42]=[CH:41][C:40]=1[C:51]([NH:53][CH2:54][C:55]([CH2:61][N:62]([CH2:63][CH3:64])[C:7]([C:6]1[CH:10]=[CH:11][CH:12]=[CH:13][C:5]=1[S:2]([CH3:1])(=[O:3])=[O:4])=[O:9])([OH:60])[C:56]([F:59])([F:58])[F:57])=[O:52], predict the reactants needed to synthesize it. The reactants are: [CH3:1][S:2]([C:5]1[CH:13]=[CH:12][CH:11]=[CH:10][C:6]=1[C:7]([OH:9])=O)(=[O:4])=[O:3].C(N(C(C)C)CC)(C)C.F[P-](F)(F)(F)(F)F.C[N+](C)=C(N(C)C)O.[NH2:38][C:39]1[N:43]([C:44]2[CH:49]=[CH:48][C:47]([F:50])=[CH:46][CH:45]=2)[N:42]=[CH:41][C:40]=1[C:51]([NH:53][CH2:54][C:55]([CH2:61][NH:62][CH2:63][CH3:64])([OH:60])[C:56]([F:59])([F:58])[F:57])=[O:52]. (2) The reactants are: [OH:1][C@@H:2]([C@H:4]1[C:24](=[O:25])[N:6]2[C:7]([C:21]([O-:23])=[O:22])=[C:8]([S:11]/[CH:12]=[CH:13]\[C:14]3[S:18][CH:17]=[N:16][C:15]=3[CH2:19][OH:20])[C@H:9]([CH3:10])[C@H:5]12)[CH3:3].[Na+].[CH:27]1([O:32][C:33]([O:35][CH:36](I)[CH3:37])=[O:34])[CH2:31][CH2:30][CH2:29][CH2:28]1. Given the product [OH:1][C@@H:2]([C@H:4]1[C:24](=[O:25])[N:6]2[C:7]([C:21]([O:23][CH:36]([O:35][C:33]([O:32][CH:27]3[CH2:31][CH2:30][CH2:29][CH2:28]3)=[O:34])[CH3:37])=[O:22])=[C:8]([S:11]/[CH:12]=[CH:13]\[C:14]3[S:18][CH:17]=[N:16][C:15]=3[CH2:19][OH:20])[C@H:9]([CH3:10])[C@H:5]12)[CH3:3], predict the reactants needed to synthesize it. (3) Given the product [C:6]([O:5][C:3]([N:10]1[CH2:15][CH2:14][CH:13]([CH2:16][CH2:17][O:18][C:24]2[CH:25]=[CH:26][C:27]([N+:28]([O-:30])=[O:29])=[C:22]([N+:19]([O-:21])=[O:20])[CH:23]=2)[CH2:12][CH2:11]1)=[O:4])([CH3:9])([CH3:8])[CH3:7], predict the reactants needed to synthesize it. The reactants are: [H-].[Na+].[C:3]([N:10]1[CH2:15][CH2:14][CH:13]([CH2:16][CH2:17][OH:18])[CH2:12][CH2:11]1)([O:5][C:6]([CH3:9])([CH3:8])[CH3:7])=[O:4].[N+:19]([C:22]1[CH:23]=[C:24](F)[CH:25]=[CH:26][C:27]=1[N+:28]([O-:30])=[O:29])([O-:21])=[O:20]. (4) Given the product [C:18]([O:22][C:23]([N:25]1[CH2:30][CH2:29][CH2:28][CH:27]([CH2:31][NH:32][C:33](=[O:36])[CH2:34][S:17][C:14]2[N:13]=[CH:12][C:11]([C:5]3[CH:6]=[CH:7][C:8]([O:9][CH3:10])=[C:3]([O:2][CH3:1])[CH:4]=3)=[CH:16][N:15]=2)[CH2:26]1)=[O:24])([CH3:21])([CH3:19])[CH3:20], predict the reactants needed to synthesize it. The reactants are: [CH3:1][O:2][C:3]1[CH:4]=[C:5]([C:11]2[CH:12]=[N:13][C:14]([SH:17])=[N:15][CH:16]=2)[CH:6]=[CH:7][C:8]=1[O:9][CH3:10].[C:18]([O:22][C:23]([N:25]1[CH2:30][CH2:29][CH2:28][CH:27]([CH2:31][NH:32][C:33](=[O:36])[CH2:34]Cl)[CH2:26]1)=[O:24])([CH3:21])([CH3:20])[CH3:19].C(N(C(C)C)CC)(C)C. (5) Given the product [CH2:6]([N:10]1[CH2:4][C:2]([CH3:1])([CH3:5])[S:3][C:11]1=[NH:12])[CH2:7][CH2:8][CH3:9], predict the reactants needed to synthesize it. The reactants are: [CH3:1][C:2]1([CH3:5])[CH2:4][S:3]1.[CH2:6]([NH:10][C:11]#[N:12])[CH2:7][CH2:8][CH3:9].C(=O)([O-])[O-].[K+].[K+].O. (6) The reactants are: Br[C:2]1[CH:7]=[CH:6][C:5]([C@:8]23[C@H:15]([C:16]4[CH:21]=[CH:20][CH:19]=[CH:18][CH:17]=4)[CH2:14][C@@H:13]([OH:22])[C@@:12]2([OH:23])[C:11]2[C:24]([O:31][CH2:32][CH3:33])=[CH:25][C:26]([O:28][CH2:29][CH3:30])=[CH:27][C:10]=2[O:9]3)=[CH:4][CH:3]=1.[NH:34]1[CH2:38][CH2:37][CH2:36][CH2:35]1.CC(C)([O-])C.[Na+].C1(P(C2C=CC=CC=2)C2C=CC3C(=CC=CC=3)C=2C2C3C(=CC=CC=3)C=CC=2P(C2C=CC=CC=2)C2C=CC=CC=2)C=CC=CC=1. Given the product [CH2:29]([O:28][C:26]1[CH:25]=[C:24]([O:31][CH2:32][CH3:33])[C:11]2[C@:12]3([OH:23])[C@H:13]([OH:22])[CH2:14][C@@H:15]([C:16]4[CH:21]=[CH:20][CH:19]=[CH:18][CH:17]=4)[C@:8]3([C:5]3[CH:4]=[CH:3][C:2]([N:34]4[CH2:38][CH2:37][CH2:36][CH2:35]4)=[CH:7][CH:6]=3)[O:9][C:10]=2[CH:27]=1)[CH3:30], predict the reactants needed to synthesize it.